This data is from Full USPTO retrosynthesis dataset with 1.9M reactions from patents (1976-2016). The task is: Predict the reactants needed to synthesize the given product. (1) Given the product [CH3:22][C:19]1[CH:20]=[CH:21][C:16]([CH:10]([NH:9][C:23](=[O:24])[O:25][C:26]([CH3:29])([CH3:28])[CH3:27])[CH:11]2[CH2:12][C:13](=[O:15])[CH2:14]2)=[N:17][CH:18]=1, predict the reactants needed to synthesize it. The reactants are: C(N(CC)CC)C.Cl.[NH2:9][CH:10]([C:16]1[CH:21]=[CH:20][C:19]([CH3:22])=[CH:18][N:17]=1)[CH:11]1[CH2:14][C:13](=[O:15])[CH2:12]1.[C:23](O[C:23]([O:25][C:26]([CH3:29])([CH3:28])[CH3:27])=[O:24])([O:25][C:26]([CH3:29])([CH3:28])[CH3:27])=[O:24]. (2) Given the product [ClH:19].[Cl:19][C:16]1[CH:17]=[CH:18][C:11]2[CH2:10][CH2:9][NH:8][CH2:14][CH2:13][C:12]=2[C:15]=1[S:20][CH2:21][CH:28]1[CH2:33][CH2:32][CH2:31][CH2:30][O:29]1, predict the reactants needed to synthesize it. The reactants are: C(OC([N:8]1[CH2:14][CH2:13][C:12]2[C:15]([S:20][C:21](=O)N(C)C)=[C:16]([Cl:19])[CH:17]=[CH:18][C:11]=2[CH2:10][CH2:9]1)=O)(C)(C)C.BrC[CH:28]1[CH2:33][CH2:32][CH2:31][CH2:30][O:29]1. (3) Given the product [O:1]=[C:2]([N:24]1[CH2:29][CH2:28][CH:27]([O:30][C:31]2[CH:36]=[CH:35][CH:34]=[C:33]([C:37]([F:38])([F:39])[F:40])[CH:32]=2)[CH2:26][CH2:25]1)[CH2:3][NH:4][C:5]([C:7]1[N:8]=[N:9][N:10]([CH:12]2[CH2:16][CH2:15][NH:14][CH2:13]2)[CH:11]=1)=[O:6], predict the reactants needed to synthesize it. The reactants are: [O:1]=[C:2]([N:24]1[CH2:29][CH2:28][CH:27]([O:30][C:31]2[CH:36]=[CH:35][CH:34]=[C:33]([C:37]([F:40])([F:39])[F:38])[CH:32]=2)[CH2:26][CH2:25]1)[CH2:3][NH:4][C:5]([C:7]1[N:8]=[N:9][N:10]([CH:12]2[CH2:16][CH2:15][N:14](CC3C=CC=CC=3)[CH2:13]2)[CH:11]=1)=[O:6].C(N1CCC(N)C1)C1C=CC=CC=1. (4) Given the product [F:1][C:2]1[CH:3]=[CH:4][C:5]([CH:8]([C:27]2[CH:28]=[CH:29][C:30]([F:33])=[CH:31][CH:32]=2)[CH2:9][CH2:10][C:11]([N:13]2[CH2:26][CH2:25][C:16]3([C:24]4[C:19](=[CH:20][CH:21]=[CH:22][CH:23]=4)[CH2:18][CH2:17]3)[CH2:15][CH2:14]2)=[O:12])=[CH:6][CH:7]=1, predict the reactants needed to synthesize it. The reactants are: [F:1][C:2]1[CH:7]=[CH:6][C:5]([C:8]([C:27]2[CH:32]=[CH:31][C:30]([F:33])=[CH:29][CH:28]=2)=[CH:9][CH2:10][C:11]([N:13]2[CH2:26][CH2:25][C:16]3([C:24]4[C:19](=[CH:20][CH:21]=[CH:22][CH:23]=4)[CH:18]=[CH:17]3)[CH2:15][CH2:14]2)=[O:12])=[CH:4][CH:3]=1.[H][H].